Task: Binary Classification. Given a drug SMILES string, predict its activity (active/inactive) in a high-throughput screening assay against a specified biological target.. Dataset: M1 muscarinic receptor antagonist screen with 61,756 compounds (1) The molecule is S(c1n(c(nn1)CSc1sc2c(n1)cccc2)CC=C)CC(=O)NCc1occc1. The result is 0 (inactive). (2) The drug is O=C1N(CC(C1)C(=O)Nc1ncccc1)c1ccc(OCCC)cc1. The result is 0 (inactive). (3) The compound is S(c1oc(nn1)c1c(OC)cccc1)CC(OCC)=O. The result is 0 (inactive). (4) The compound is S(=O)(=O)(N1CCN(CC1)c1c(OC)cccc1)c1ccccc1. The result is 0 (inactive). (5) The compound is FC(F)(F)C1n2[nH]c(cc2=NC(C1)c1occc1)C(=O)Nc1ccc(OC)cc1. The result is 0 (inactive). (6) The molecule is ClC=1CC2C(CC1)C(=O)N(C2=O)CCC(=O)NC1CCCCC1. The result is 0 (inactive). (7) The drug is O(c1c(c2nn3c(nc(cc3C)C)c2)ccc(OC)c1)C. The result is 0 (inactive). (8) The molecule is S(=O)(=O)(N1C(Cc2c(C1)cccc2)C(OCC(=O)Nc1ccc(cc1)C)=O)CC. The result is 0 (inactive). (9) The molecule is o1c2c(cc(CN3CCCC3)c(O)c2C)c2c(c1=O)cccc2. The result is 0 (inactive).